From a dataset of NCI-60 drug combinations with 297,098 pairs across 59 cell lines. Regression. Given two drug SMILES strings and cell line genomic features, predict the synergy score measuring deviation from expected non-interaction effect. (1) Drug 1: CC1CCC2CC(C(=CC=CC=CC(CC(C(=O)C(C(C(=CC(C(=O)CC(OC(=O)C3CCCCN3C(=O)C(=O)C1(O2)O)C(C)CC4CCC(C(C4)OC)O)C)C)O)OC)C)C)C)OC. Cell line: SK-MEL-5. Drug 2: C1=NC(=NC(=O)N1C2C(C(C(O2)CO)O)O)N. Synergy scores: CSS=7.98, Synergy_ZIP=-3.95, Synergy_Bliss=0.0112, Synergy_Loewe=-0.821, Synergy_HSA=0.106. (2) Drug 1: C1=C(C(=O)NC(=O)N1)F. Drug 2: CC1=C(C(=O)C2=C(C1=O)N3CC4C(C3(C2COC(=O)N)OC)N4)N. Cell line: HOP-92. Synergy scores: CSS=18.5, Synergy_ZIP=-2.57, Synergy_Bliss=-3.84, Synergy_Loewe=-1.99, Synergy_HSA=-1.77. (3) Cell line: RPMI-8226. Drug 1: C1C(C(OC1N2C=C(C(=O)NC2=O)F)CO)O. Synergy scores: CSS=45.5, Synergy_ZIP=0.301, Synergy_Bliss=-1.94, Synergy_Loewe=-54.7, Synergy_HSA=-4.23. Drug 2: CNC(=O)C1=NC=CC(=C1)OC2=CC=C(C=C2)NC(=O)NC3=CC(=C(C=C3)Cl)C(F)(F)F. (4) Drug 1: C1=C(C(=O)NC(=O)N1)F. Drug 2: CN(CC1=CN=C2C(=N1)C(=NC(=N2)N)N)C3=CC=C(C=C3)C(=O)NC(CCC(=O)O)C(=O)O. Cell line: 786-0. Synergy scores: CSS=43.9, Synergy_ZIP=-6.71, Synergy_Bliss=-6.45, Synergy_Loewe=1.57, Synergy_HSA=2.51. (5) Drug 1: CC1=C(C=C(C=C1)NC2=NC=CC(=N2)N(C)C3=CC4=NN(C(=C4C=C3)C)C)S(=O)(=O)N.Cl. Synergy scores: CSS=22.9, Synergy_ZIP=13.3, Synergy_Bliss=16.4, Synergy_Loewe=8.57, Synergy_HSA=13.8. Drug 2: COC1=C(C=C2C(=C1)N=CN=C2NC3=CC(=C(C=C3)F)Cl)OCCCN4CCOCC4. Cell line: SK-MEL-28.